This data is from Reaction yield outcomes from USPTO patents with 853,638 reactions. The task is: Predict the reaction yield, written as a fraction of the theoretical maximum amount of product (1.0 means a 100% yield; for example, 0.34 means a 34% yield). (1) The reactants are [Cl:1][C:2]1[CH:3]=[C:4]([C:8]2[N:17]([CH2:18][C:19]([NH:21][CH:22]([CH3:24])[CH3:23])=[O:20])[C:16](=[O:25])[C:15]3[C:10](=[CH:11][CH:12]=[C:13]([O:26][CH2:27][CH2:28][CH2:29][N:30]4[CH2:35][CH2:34][CH2:33][CH2:32][CH2:31]4)[CH:14]=3)[N:9]=2)[CH:5]=[CH:6][CH:7]=1.Cl.C(Cl)(C)=O. The catalyst is CO. The product is [ClH:1].[Cl:1][C:2]1[CH:3]=[C:4]([C:8]2[N:17]([CH2:18][C:19]([NH:21][CH:22]([CH3:23])[CH3:24])=[O:20])[C:16](=[O:25])[C:15]3[C:10](=[CH:11][CH:12]=[C:13]([O:26][CH2:27][CH2:28][CH2:29][N:30]4[CH2:35][CH2:34][CH2:33][CH2:32][CH2:31]4)[CH:14]=3)[N:9]=2)[CH:5]=[CH:6][CH:7]=1. The yield is 0.370. (2) The yield is 0.980. The product is [Cl:5][C:6]1[C:11]([NH2:12])=[CH:10][CH:9]=[C:8]([Cl:15])[C:7]=1[CH3:16]. The catalyst is C(O)C. The reactants are Cl[Sn]Cl.O.[Cl:5][C:6]1[C:11]([N+:12]([O-])=O)=[CH:10][CH:9]=[C:8]([Cl:15])[C:7]=1[CH3:16]. (3) The reactants are [I:1][C:2]1[C:7]([OH:8])=[CH:6][CH:5]=[CH:4][N:3]=1.[S:9]1[CH:13]=[CH:12][C:11]([CH2:14][CH2:15]O)=[CH:10]1.C1(P(C2C=CC=CC=2)C2C=CC=CC=2)C=CC=CC=1.O1CCCC1.N(C(OC(C)C)=O)=NC(OC(C)C)=O. No catalyst specified. The product is [I:1][C:2]1[C:7]([O:8][CH2:15][CH2:14][C:11]2[CH:12]=[CH:13][S:9][CH:10]=2)=[CH:6][CH:5]=[CH:4][N:3]=1. The yield is 0.900. (4) The reactants are [Br:1][C:2]1[CH:3]=[CH:4][C:5]([CH3:11])=[C:6]([CH:10]=1)[C:7]([OH:9])=O.C(Cl)(=O)C(Cl)=[O:14].[NH2:18][C:19]1[C:29](C)=[CH:28]C(C(OCC)=O)=[CH:21][C:20]=1[CH3:31].N1C=CC=CC=1.[CH2:38]1[CH2:42][O:41][CH2:40][CH2:39]1. The catalyst is C(Cl)Cl.CN(C)C1C=CN=CC=1.CN(C=O)C. The product is [Br:1][C:2]1[CH:3]=[CH:4][C:5]([CH3:11])=[C:6]([CH:10]=1)[C:7]([NH:18][C:19]1[C:29]([CH3:28])=[C:38]([CH:39]=[CH:21][C:20]=1[CH3:31])[C:42]([O:41][CH3:40])=[O:14])=[O:9]. The yield is 0.955.